Dataset: Reaction yield outcomes from USPTO patents with 853,638 reactions. Task: Predict the reaction yield, written as a fraction of the theoretical maximum amount of product (1.0 means a 100% yield; for example, 0.34 means a 34% yield). (1) The product is [NH2:42][C:34]1[S:35][CH2:36][C@:37]2([F:41])[CH2:38][O:39][CH2:40][C@:32]2([C:30]2[CH:31]=[C:26]([NH:25][C:56]([C:53]3[CH:52]=[N:51][C:50]([O:49][CH2:48][CH:45]4[CH2:46][CH2:47][O:44]4)=[CH:55][N:54]=3)=[O:57])[CH:27]=[CH:28][C:29]=2[F:43])[N:33]=1. The reactants are CCCP1(OP(CCC)(=O)OP(CCC)(=O)O1)=O.C(OCC)(=O)C.[NH2:25][C:26]1[CH:27]=[CH:28][C:29]([F:43])=[C:30]([C@:32]23[CH2:40][O:39][CH2:38][C@@:37]2([F:41])[CH2:36][S:35][C:34]([NH2:42])=[N:33]3)[CH:31]=1.[O:44]1[CH2:47][CH2:46][CH:45]1[CH2:48][O:49][C:50]1[N:51]=[CH:52][C:53]([C:56](O)=[O:57])=[N:54][CH:55]=1. The catalyst is ClCCl. The yield is 0.280. (2) The reactants are [Cl:1][C:2]1[C:3]([F:23])=[CH:4][C:5]([I:22])=[C:6]([NH:8][C:9]([C:11]2[CH:12]=[N:13][N:14]([CH:16]3[CH2:21][CH2:20][CH2:19][CH2:18][O:17]3)[CH:15]=2)=[O:10])[CH:7]=1.CC(C)([O-])C.[K+].FC(F)(F)S(O[CH2:36][C:37]([F:40])([F:39])[F:38])(=O)=O.C([O-])(O)=O.[Na+]. The catalyst is CC1OCCC1. The product is [Cl:1][C:2]1[C:3]([F:23])=[CH:4][C:5]([I:22])=[C:6]([N:8]([CH2:36][C:37]([F:40])([F:39])[F:38])[C:9]([C:11]2[CH:12]=[N:13][N:14]([CH:16]3[CH2:21][CH2:20][CH2:19][CH2:18][O:17]3)[CH:15]=2)=[O:10])[CH:7]=1. The yield is 0.730. (3) The reactants are [N:1]1[CH:6]=[CH:5][CH:4]=[C:3]([CH3:7])[C:2]=1[CH3:8].[Se](=O)=[O:10]. The catalyst is O1CCOCC1. The product is [CH3:7][C:3]1[C:2]([CH:8]=[O:10])=[N:1][CH:6]=[CH:5][CH:4]=1. The yield is 0.373. (4) The reactants are [CH2:1]([C:9]1[CH:14]=[CH:13][C:12]([NH:15][C:16](=[O:29])[NH:17][C:18]2([CH2:23][C:24]([O:26][CH2:27][CH3:28])=[O:25])[CH2:22][CH2:21][NH:20][CH2:19]2)=[CH:11][CH:10]=1)[CH2:2][CH2:3][CH2:4][CH2:5][CH2:6][CH2:7][CH3:8].[CH2:30]=O. The catalyst is C(O)=O. The product is [CH3:30][N:20]1[CH2:21][CH2:22][C:18]([CH2:23][C:24]([O:26][CH2:27][CH3:28])=[O:25])([NH:17][C:16]([NH:15][C:12]2[CH:11]=[CH:10][C:9]([CH2:1][CH2:2][CH2:3][CH2:4][CH2:5][CH2:6][CH2:7][CH3:8])=[CH:14][CH:13]=2)=[O:29])[CH2:19]1. The yield is 0.350.